This data is from Full USPTO retrosynthesis dataset with 1.9M reactions from patents (1976-2016). The task is: Predict the reactants needed to synthesize the given product. (1) Given the product [C:8]12([NH:11][CH2:13][C:14]3[N:18]=[CH:17][O:16][N:15]=3)[CH2:10][CH:4]3[CH2:5][CH:6]([CH2:1][CH:2]([CH2:3]3)[CH2:9]1)[CH2:7]2, predict the reactants needed to synthesize it. The reactants are: [CH2:1]1[CH:6]2[CH2:7][C:8]3([NH2:11])[CH2:10][CH:4]([CH2:5]2)[CH2:3][CH:2]1[CH2:9]3.Cl[CH2:13][C:14]1[N:18]=[CH:17][O:16][N:15]=1. (2) Given the product [Cl:23][C:6]1[CH:5]=[CH:4][C:3]([CH2:2][NH:1][C:24](=[O:29])[C:25]([CH3:28])([CH3:27])[CH3:26])=[CH:8][C:7]=1[C:9]1[NH:10][C:11](=[O:22])[N:12]([C:14]2[CH:19]=[CH:18][C:17]([Cl:20])=[C:16]([CH3:21])[CH:15]=2)[N:13]=1, predict the reactants needed to synthesize it. The reactants are: [NH2:1][CH2:2][C:3]1[CH:4]=[CH:5][C:6]([Cl:23])=[C:7]([C:9]2[NH:10][C:11](=[O:22])[N:12]([C:14]3[CH:19]=[CH:18][C:17]([Cl:20])=[C:16]([CH3:21])[CH:15]=3)[N:13]=2)[CH:8]=1.[C:24](Cl)(=[O:29])[C:25]([CH3:28])([CH3:27])[CH3:26].